Regression. Given a peptide amino acid sequence and an MHC pseudo amino acid sequence, predict their binding affinity value. This is MHC class II binding data. From a dataset of Peptide-MHC class II binding affinity with 134,281 pairs from IEDB. (1) The peptide sequence is DIDCWCYGVENVRVA. The MHC is HLA-DQA10501-DQB10302 with pseudo-sequence HLA-DQA10501-DQB10302. The binding affinity (normalized) is 0.437. (2) The peptide sequence is AFKVAATAYNAAPAN. The MHC is DRB1_0901 with pseudo-sequence DRB1_0901. The binding affinity (normalized) is 0.794. (3) The peptide sequence is AAASVPAADKFKTFE. The MHC is DRB3_0101 with pseudo-sequence DRB3_0101. The binding affinity (normalized) is 0.318. (4) The peptide sequence is AEKVAATAANAAPAN. The MHC is DRB1_1001 with pseudo-sequence DRB1_1001. The binding affinity (normalized) is 0.612.